From a dataset of Forward reaction prediction with 1.9M reactions from USPTO patents (1976-2016). Predict the product of the given reaction. (1) Given the reactants [CH:1](/[C:9]1[N:10]=[C:11]2[C:17]3[CH:18]=[CH:19][CH:20]=[CH:21][C:16]=3[NH:15][C:14]3[N:22]=[CH:23][CH:24]=[CH:25][C:13]=3[N:12]2[C:26]=1[C:27]1[CH:32]=[CH:31][C:30]([C:33]2([NH:37]C(=O)OC(C)(C)C)[CH2:36][CH2:35][CH2:34]2)=[CH:29][CH:28]=1)=[CH:2]\[C:3]1[CH:8]=[CH:7][CH:6]=[CH:5][CH:4]=1, predict the reaction product. The product is: [C:3]1([CH2:2][CH2:1][C:9]2[N:10]=[C:11]3[C:17]4[CH:18]=[CH:19][CH:20]=[CH:21][C:16]=4[NH:15][C:14]4[N:22]=[CH:23][CH:24]=[CH:25][C:13]=4[N:12]3[C:26]=2[C:27]2[CH:28]=[CH:29][C:30]([C:33]3([NH2:37])[CH2:34][CH2:35][CH2:36]3)=[CH:31][CH:32]=2)[CH:8]=[CH:7][CH:6]=[CH:5][CH:4]=1. (2) Given the reactants O.Cl.[NH2:3][C@H:4]([C:7]([OH:9])=[O:8])[CH2:5][SH:6].C([O-])(=O)C.[Na+].N[C@H](C(O)=O)CS.[CH3:22][O:23][C:24]1[CH:31]=[CH:30][C:27]([CH:28]=[O:29])=[CH:26][CH:25]=1, predict the reaction product. The product is: [CH3:22][O:23][C:24]1[CH:31]=[CH:30][C:27]([CH:28]=[O:29])=[CH:26][CH:25]=1.[CH3:22][O:23][C:24]1[CH:31]=[CH:30][C:27]([CH:28]2[NH:3][C@H:4]([C:7]([OH:9])=[O:8])[CH2:5][S:6]2)=[CH:26][CH:25]=1. (3) Given the reactants [F:1][C:2]([F:15])([F:14])[C:3]1[CH:8]=[CH:7][CH:6]=[CH:5][C:4]=1[CH2:9][CH2:10][C:11]([OH:13])=O.[Cl:16][C:17]1[CH:18]=[C:19]2[C:28](=[C:29]([Cl:31])[CH:30]=1)[C:22]1([CH2:27][CH2:26][NH:25][CH2:24][CH2:23]1)[NH:21][C:20]2=[O:32], predict the reaction product. The product is: [Cl:16][C:17]1[CH:18]=[C:19]2[C:28](=[C:29]([Cl:31])[CH:30]=1)[C:22]1([CH2:27][CH2:26][N:25]([C:11](=[O:13])[CH2:10][CH2:9][C:4]3[CH:5]=[CH:6][CH:7]=[CH:8][C:3]=3[C:2]([F:1])([F:15])[F:14])[CH2:24][CH2:23]1)[NH:21][C:20]2=[O:32]. (4) Given the reactants NC1C=C[C:5]([NH:8][C:9]2[S:10][CH:11]=[C:12]([C:14]3[S:18][C:17]([NH:19][C:20]([NH2:22])=[NH:21])=[N:16][C:15]=3[CH3:23])[N:13]=2)=[CH:4][CH:3]=1.C(NC(N)=S)C=C, predict the reaction product. The product is: [CH2:5]([NH:8][C:9]1[S:10][CH:11]=[C:12]([C:14]2[S:18][C:17]([NH:19][C:20]([NH2:22])=[NH:21])=[N:16][C:15]=2[CH3:23])[N:13]=1)[CH:4]=[CH2:3]. (5) Given the reactants ICC[C:4]1[CH:14]=[CH:13][C:7]([C:8]([O:10][CH2:11][CH3:12])=[O:9])=[CH:6][CH:5]=1.[CH2:15]([O:17][C:18]1[CH:23]=[CH:22][C:21](B(O)O)=[C:20]([F:27])[C:19]=1[F:28])[CH3:16].C(=O)([O-])[O-].[K+].[K+], predict the reaction product. The product is: [CH2:15]([O:17][C:18]1[CH:23]=[CH:22][C:21]([C:4]2[CH:14]=[CH:13][C:7]([C:8]([O:10][CH2:11][CH3:12])=[O:9])=[CH:6][CH:5]=2)=[C:20]([F:27])[C:19]=1[F:28])[CH3:16]. (6) Given the reactants [C:1]([C:3]1[CH:4]=[C:5]([CH:15]=[C:16]([N+:18]([O-])=O)[CH:17]=1)[O:6][CH2:7][CH2:8][N:9]1[CH2:14][CH2:13][O:12][CH2:11][CH2:10]1)#[CH:2].[NH4+].[Cl-].O, predict the reaction product. The product is: [C:1]([C:3]1[CH:17]=[C:16]([CH:15]=[C:5]([O:6][CH2:7][CH2:8][N:9]2[CH2:10][CH2:11][O:12][CH2:13][CH2:14]2)[CH:4]=1)[NH2:18])#[CH:2]. (7) Given the reactants [CH2:1]([Mg]Cl)[C:2]1[CH:7]=[CH:6][CH:5]=[CH:4][CH:3]=1.Cl[C:11]1[C:20]2[C:15](=[CH:16][C:17]([O:23][CH3:24])=[C:18]([O:21][CH3:22])[CH:19]=2)[C:14]([CH2:25][C:26]2[CH:31]=[CH:30][N:29]=[CH:28][CH:27]=2)=[N:13][N:12]=1.C1(P(C2C=CC=CC=2)C2C=CC=CC=2)C=CC=CC=1.[NH4+].[Cl-], predict the reaction product. The product is: [CH2:1]([C:11]1[C:20]2[C:15](=[CH:16][C:17]([O:23][CH3:24])=[C:18]([O:21][CH3:22])[CH:19]=2)[C:14]([CH2:25][C:26]2[CH:31]=[CH:30][N:29]=[CH:28][CH:27]=2)=[N:13][N:12]=1)[C:2]1[CH:7]=[CH:6][CH:5]=[CH:4][CH:3]=1. (8) Given the reactants O=[C:2]([C:24]1[CH:28]=[CH:27][S:26][CH:25]=1)[CH2:3][NH:4][C:5]([C:7]1[S:8][C:9]2[C:15]([N:16]3[CH2:21][CH2:20][O:19][CH2:18][CH2:17]3)=[CH:14][CH:13]=[C:12]([O:22][CH3:23])[C:10]=2[N:11]=1)=O.FC(F)(F)C([O-])=O.[NH4+:36], predict the reaction product. The product is: [CH3:23][O:22][C:12]1[C:10]2[N:11]=[C:7]([C:5]3[NH:4][CH:3]=[C:2]([C:24]4[CH:28]=[CH:27][S:26][CH:25]=4)[N:36]=3)[S:8][C:9]=2[C:15]([N:16]2[CH2:17][CH2:18][O:19][CH2:20][CH2:21]2)=[CH:14][CH:13]=1. (9) Given the reactants [CH3:1][O:2][C:3](=[O:36])[NH:4][CH:5]([C:9]([N:11]1[CH2:15][CH2:14][CH2:13][CH:12]1[C:16]1[N:17]([CH2:28][O:29][CH2:30][CH2:31][Si:32]([CH3:35])([CH3:34])[CH3:33])[C:18]([C:21]2[CH:26]=[CH:25][C:24](Br)=[CH:23][CH:22]=2)=[CH:19][N:20]=1)=[O:10])[CH:6]([CH3:8])[CH3:7].[C:37]([N:47]1[CH2:52][CH2:51][NH:50][CH2:49][CH2:48]1)([O:39][CH2:40][C:41]1[CH:46]=[CH:45][CH:44]=[CH:43][CH:42]=1)=[O:38].C1C=CC(P(C2C(C3C(P(C4C=CC=CC=4)C4C=CC=CC=4)=CC=C4C=3C=CC=C4)=C3C(C=CC=C3)=CC=2)C2C=CC=CC=2)=CC=1.CC([O-])(C)C.[Na+], predict the reaction product. The product is: [CH2:40]([O:39][C:37]([N:47]1[CH2:52][CH2:51][N:50]([C:24]2[CH:25]=[CH:26][C:21]([C:18]3[N:17]([CH2:28][O:29][CH2:30][CH2:31][Si:32]([CH3:35])([CH3:34])[CH3:33])[C:16]([CH:12]4[CH2:13][CH2:14][CH2:15][N:11]4[C:9](=[O:10])[CH:5]([NH:4][C:3]([O:2][CH3:1])=[O:36])[CH:6]([CH3:8])[CH3:7])=[N:20][CH:19]=3)=[CH:22][CH:23]=2)[CH2:49][CH2:48]1)=[O:38])[C:41]1[CH:46]=[CH:45][CH:44]=[CH:43][CH:42]=1. (10) Given the reactants I[C:2]1[CH:3]=[N:4][N:5]2[CH:10]=[C:9]([C:11]3[N:16]=[CH:15][C:14]([N:17]4[CH2:22][CH2:21][N:20]([C:23]([O-:25])=[O:24])[CH2:19][CH2:18]4)=[CH:13][CH:12]=3)[CH:8]=[C:7]([O:26][C@@H:27]([C@@H:29]3[CH2:33][C:32](=[O:34])[N:31]([C@@H:35]([C:37]4[CH:42]=[CH:41][C:40]([O:43][CH3:44])=[CH:39][CH:38]=4)[CH3:36])[CH2:30]3)[CH3:28])[C:6]=12.[Br-].[CH:46]1([Zn+])[CH2:48][CH2:47]1, predict the reaction product. The product is: [CH:46]1([C:2]2[CH:3]=[N:4][N:5]3[CH:10]=[C:9]([C:11]4[N:16]=[CH:15][C:14]([N:17]5[CH2:22][CH2:21][N:20]([C:23]([O:25][C:9]([CH3:11])([CH3:10])[CH3:8])=[O:24])[CH2:19][CH2:18]5)=[CH:13][CH:12]=4)[CH:8]=[C:7]([O:26][C@@H:27]([C@@H:29]4[CH2:33][C:32](=[O:34])[N:31]([C@@H:35]([C:37]5[CH:38]=[CH:39][C:40]([O:43][CH3:44])=[CH:41][CH:42]=5)[CH3:36])[CH2:30]4)[CH3:28])[C:6]=23)[CH2:48][CH2:47]1.